From a dataset of Reaction yield outcomes from USPTO patents with 853,638 reactions. Predict the reaction yield, written as a fraction of the theoretical maximum amount of product (1.0 means a 100% yield; for example, 0.34 means a 34% yield). (1) The catalyst is CN(C1C=CN=CC=1)C.C(Cl)Cl. The product is [F:25][C:21]1[CH:20]=[C:19]([C@H:5]([O:4][CH2:3][CH2:2][NH:1][C:34]([O:36][CH3:37])=[O:35])[C@@H:6]2[CH2:11][CH2:10][CH2:9][N:8]([C:12]([O:14][C:15]([CH3:18])([CH3:16])[CH3:17])=[O:13])[CH2:7]2)[CH:24]=[CH:23][CH:22]=1. The reactants are [NH2:1][CH2:2][CH2:3][O:4][C@@H:5]([C:19]1[CH:24]=[CH:23][CH:22]=[C:21]([F:25])[CH:20]=1)[C@@H:6]1[CH2:11][CH2:10][CH2:9][N:8]([C:12]([O:14][C:15]([CH3:18])([CH3:17])[CH3:16])=[O:13])[CH2:7]1.CCN(CC)CC.Cl[C:34]([O:36][CH3:37])=[O:35].O. The yield is 0.970. (2) The reactants are FC(F)(F)S(O[C:7]1[C:15]2[C:10](=[CH:11][N:12]=[CH:13][CH:14]=2)[O:9][C:8]=1[C:16]1[N:21]=[CH:20][CH:19]=[CH:18][N:17]=1)(=O)=O.[NH2:24][C:25]1[CH:33]=[CH:32][C:31]([Cl:34])=[C:30]2[C:26]=1[C:27]([Cl:42])=[N:28][N:29]2[C:35]([O:37][C:38]([CH3:41])([CH3:40])[CH3:39])=[O:36].CC1(C)C2C(=C(P(C3C=CC=CC=3)C3C=CC=CC=3)C=CC=2)OC2C(P(C3C=CC=CC=3)C3C=CC=CC=3)=CC=CC1=2.[O-]P([O-])([O-])=O.[K+].[K+].[K+]. The catalyst is C1(C)C=CC=CC=1.C1C=CC(/C=C/C(/C=C/C2C=CC=CC=2)=O)=CC=1.C1C=CC(/C=C/C(/C=C/C2C=CC=CC=2)=O)=CC=1.C1C=CC(/C=C/C(/C=C/C2C=CC=CC=2)=O)=CC=1.[Pd].[Pd]. The product is [Cl:42][C:27]1[C:26]2[C:30](=[C:31]([Cl:34])[CH:32]=[CH:33][C:25]=2[NH:24][C:7]2[C:15]3[C:10](=[CH:11][N:12]=[CH:13][CH:14]=3)[O:9][C:8]=2[C:16]2[N:21]=[CH:20][CH:19]=[CH:18][N:17]=2)[N:29]([C:35]([O:37][C:38]([CH3:41])([CH3:40])[CH3:39])=[O:36])[N:28]=1. The yield is 0.700. (3) The reactants are [OH-:1].[Na+].Cl.[NH2:4]O.[Cl:6][C:7]1[CH:8]=[C:9]([CH:12]=[CH:13][CH:14]=1)[C:10]#[N:11]. The catalyst is C(O)C. The product is [Cl:6][C:7]1[CH:8]=[C:9]([C:10](=[N:4][OH:1])[NH2:11])[CH:12]=[CH:13][CH:14]=1. The yield is 0.859. (4) The reactants are Br[CH2:2][C:3]1[CH:4]=[C:5]([CH:8]=[CH:9][CH:10]=1)[C:6]#[N:7].[N-:11]=[N+:12]=[N-:13].[Na+].O. The catalyst is CN(C=O)C. The product is [N:11]([CH2:2][C:3]1[CH:4]=[C:5]([CH:8]=[CH:9][CH:10]=1)[C:6]#[N:7])=[N+:12]=[N-:13]. The yield is 0.770. (5) The reactants are O.Cl.[NH2:3][CH2:4][C:5]1[CH:10]=[CH:9][C:8]([S:11]([NH2:14])(=[O:13])=[O:12])=[CH:7][CH:6]=1.C(N(CC)CC)C.[C:22](OC(OC(O[C:22]([CH3:25])([CH3:24])[CH3:23])=O)=O)([CH3:25])([CH3:24])[CH3:23]. The catalyst is O1CCOCC1. The product is [C:22]([CH:4]([NH2:3])[C:5]1[CH:6]=[CH:7][C:8]([S:11]([NH2:14])(=[O:12])=[O:13])=[CH:9][CH:10]=1)([CH3:25])([CH3:24])[CH3:23]. The yield is 0.740. (6) The reactants are [Cl:1][C:2]1[CH:7]=[CH:6][CH:5]=[CH:4][C:3]=1I.[C:9]([C:11]1[CH:16]=[CH:15][CH:14]=[CH:13][N:12]=1)#[CH:10]. The catalyst is C(NC(C)C)(C)C.Cl[Pd](Cl)([P](C1C=CC=CC=1)(C1C=CC=CC=1)C1C=CC=CC=1)[P](C1C=CC=CC=1)(C1C=CC=CC=1)C1C=CC=CC=1.[Cu]I.C1(P(C2C=CC=CC=2)C2C=CC=CC=2)C=CC=CC=1. The product is [Cl:1][C:2]1[CH:7]=[CH:6][CH:5]=[CH:4][C:3]=1[C:10]#[C:9][C:11]1[CH:16]=[CH:15][CH:14]=[CH:13][N:12]=1. The yield is 1.00. (7) The reactants are [F:1][C:2]1[CH:7]=[CH:6][CH:5]=[CH:4][CH:3]=1.[Cl-].[Cl-].[Cl-].[Al+3].[C:12]1(=[O:18])[O:17][C:15](=[O:16])[CH2:14][CH2:13]1. The catalyst is C(Cl)Cl. The product is [F:1][C:2]1[CH:7]=[CH:6][C:5]([C:12](=[O:18])[CH2:13][CH2:14][C:15]([OH:17])=[O:16])=[CH:4][CH:3]=1. The yield is 0.596.